Dataset: Experimentally validated miRNA-target interactions with 360,000+ pairs, plus equal number of negative samples. Task: Binary Classification. Given a miRNA mature sequence and a target amino acid sequence, predict their likelihood of interaction. (1) The miRNA is mmu-miR-705 with sequence GGUGGGAGGUGGGGUGGGCA. The protein sequence of the target gene is MAAAGAAATDLEVVRGKRSALFFAAVAILLGLPLWWKTTETYRAPLPYSDISGLNALLLRLMVPVTVVFTRDSVPLDDQEKLPFTVVHEREIPLKYKMKIKCRFQKAYRRALEHEEEALSLGSVHEAEAMLAEPEKQAEGSLTVYVISEHSSLLPQDMMSYIGPERTAVVRGLIHREAFNIIGRRIVQVAQAMSLTEDVLAAALADHLPEDKWSSDKRRPLKSSLGYEITFSLLNPDPKSHDVHWDIEGAVQRFVQPFLNRLSVAGNFSVDSQILYYAMLGVNPRFDPASSSYSLAMHSL.... Result: 0 (no interaction). (2) The miRNA is hsa-miR-548h-5p with sequence AAAAGUAAUCGCGGUUUUUGUC. The protein sequence of the target gene is MASPAPEEHATQGCPATEEQPPRPGVPGEEAGPEGAGPQVEEAAGRVAAALTWLLGEPVLWLGWRADELLSWKRPLRSLLTFLGANLLFWFLALTPWRVYHLISVMILGRVIMQIIKEMVLSRTRGAQLWRSLTESWEVINSKPDERARLSQCIAESWMNFSMFLQEMSLFKQQSPGKFCLLVCSVCTFFTILGSYIPGVILSYLLLLFAFLCPLFKCNDIGQKIYSKVKSILLKLDFGIGEYINQKKRERSEADKEKSHKDDSELDFSALCPKISLTVAAKELSVSDTDVSEVSWTDNG.... Result: 0 (no interaction). (3) The miRNA is hsa-miR-616-3p with sequence AGUCAUUGGAGGGUUUGAGCAG. The protein sequence of the target gene is MITDVQLAIFANMLGVSLFLLVVLYHYVAVNNPKKQE. Result: 0 (no interaction). (4) The miRNA is hsa-miR-335-5p with sequence UCAAGAGCAAUAACGAAAAAUGU. The protein sequence of the target gene is MGALTSRQHAGVEEVDIPSNSVYRYPPKSGSYFASHFIMGGEKFDSTHPEGYLFGENSDLNFLGNRPVVFPYAAPPPQEPVKTLRSLVNIRKDTLRLVKCAEEVKSPGEEASKAKVHYNVEFTFDTDARVAITIYYQATEEFQNGIASYIPKDNSLQSETVQYKRGVCQQFCLPSHTVDPSEWAEEELGFDLDREVYPLVVHAVVDEGDEYFGHCHVLLGTFEKHTDGTFCVKPLKQKQVVDGVSYLLQEIYGIENKYNTQDSKVAEDEVSDNSAECVVCLSDVRDTLILPCRHLCLCNT.... Result: 1 (interaction). (5) The miRNA is cel-miR-354-3p with sequence ACCUUGUUUGUUGCUGCUCCU. The protein sequence of the target gene is MAVAAWLQVSPVIFLLLGAQPFPLSFLGAGPAPVFAADRSKWHIPMPSGKGYFNFGKILFRNTTILLKFDGEPCDQSLNITWFLKSADCYNEIYNFKADEIESYLENLKGKKGLSGRYQTSSRLFQNCSELYKAQSFSGDFTHRLPLLGEKQEAKENATNVTFTGDKIAMHEPLQTWQDAPYIFIVHVGISSSKESPKENALSNLFTMTVEVKGPYEYLTLEDYPLMIFFMVMCIVYVLFGVLWLAWSACYWRDLLRIQFWIGAVIFLGMFEKAVFYAEFQNIRYKGESVQNALVLAELL.... Result: 0 (no interaction). (6) The protein sequence of the target gene is MFLVNSFLKGGGGGGGGGGGLGGGLGNVLGGLISGAGGGGGGGGGGGGGGGGGGGGTAMRILGGVISAISEAAAQYNPEPPPPRTHYSNIEANESEEVRQFRRLFAQLAGDDMEVSATELMNILNKVVTRHPDLKTDGFGIDTCRSMVAVMDSDTTGKLGFEEFKYLWNNIKRWQAIYKQFDTDRSGTICSSELPGAFEAAGFHLNEHLYNMIIRRYSDESGNMDFDNFISCLVRLDAMFRAFKSLDKDGTGQIQVNIQEWLQLTMYS. The miRNA is hsa-miR-331-3p with sequence GCCCCUGGGCCUAUCCUAGAA. Result: 1 (interaction). (7) The miRNA is hsa-miR-195-5p with sequence UAGCAGCACAGAAAUAUUGGC. The protein sequence of the target gene is MLLNGDCPESLKKEAAAAEPPRENGLDEAGPGDETTGQEVIVIQDTGFSVKILAPGIEPFSLQVSPQEMVQEIHQVLMDREDTCHRTCFSLHLDGNVLDHFSELRSVEGLQEGSVLRVVEEPYTVREARIHVRHVRDLLKSLDPSDAFNGVDCNSLSFLSVFTDGDLGDSGKRKKGLEMDPIDCTPPEYILPGSRERPLCPLQPQNRDWKPLQCLKVLTMSGWNPPPGNRKMHGDLMYLFVITAEDRQVSITASTRGFYLNQSTAYHFNPKPASPRFLSHSLVELLNQISPTFKKNFAVL.... Result: 1 (interaction).